Task: Predict the reactants needed to synthesize the given product.. Dataset: Full USPTO retrosynthesis dataset with 1.9M reactions from patents (1976-2016) The reactants are: [CH2:1]([O:8][CH2:9][C:10]1([C:22]([OH:24])=O)[CH2:14][CH2:13][CH2:12][N:11]1[C:15]([O:17][C:18]([CH3:21])([CH3:20])[CH3:19])=[O:16])[C:2]1[CH:7]=[CH:6][CH:5]=[CH:4][CH:3]=1.[NH2:25][CH:26]([CH:31]([OH:33])[CH3:32])[C:27]([O:29][CH3:30])=[O:28].CCN=C=NCCCN(C)C.Cl.C1C=CC2N(O)N=NC=2C=1.CCN(C(C)C)C(C)C. Given the product [CH2:1]([O:8][CH2:9][C:10]1([C:22](=[O:24])[NH:25][C@@H:26]([C@H:31]([OH:33])[CH3:32])[C:27]([O:29][CH3:30])=[O:28])[CH2:14][CH2:13][CH2:12][N:11]1[C:15]([O:17][C:18]([CH3:20])([CH3:21])[CH3:19])=[O:16])[C:2]1[CH:7]=[CH:6][CH:5]=[CH:4][CH:3]=1, predict the reactants needed to synthesize it.